Dataset: Catalyst prediction with 721,799 reactions and 888 catalyst types from USPTO. Task: Predict which catalyst facilitates the given reaction. (1) Reactant: [F:1][C:2]1[CH:3]=[C:4]([CH:7]=[CH:8][C:9]=1[OH:10])[C:5]#[N:6].C(=O)([O-])[O-].[Cs+].[Cs+].[CH3:17][O:18][C:19](=[O:28])[C:20]1[CH:25]=[CH:24][CH:23]=[CH:22][C:21]=1[CH2:26]Br. Product: [CH3:17][O:18][C:19](=[O:28])[C:20]1[CH:25]=[CH:24][CH:23]=[CH:22][C:21]=1[CH2:26][O:10][C:9]1[CH:8]=[CH:7][C:4]([C:5]#[N:6])=[CH:3][C:2]=1[F:1]. The catalyst class is: 21. (2) Reactant: [CH3:1][O:2][C:3]1[C:4]([O:31][CH3:32])=[CH:5][C:6]2[C:15]3[C:10](=[C:11]4[CH:19]=[C:18]5[O:20][CH2:21][O:22][C:17]5=[CH:16][C:12]4=[N:13][CH:14]=3)[N:9]([CH:23]([CH3:28])[CH2:24][N:25]([CH3:27])[CH3:26])[C:8](=O)[C:7]=2[CH:30]=1.[H-].[H-].[H-].[H-].[Li+].[Al+3]. Product: [CH3:1][O:2][C:3]1[C:4]([O:31][CH3:32])=[CH:5][C:6]2[C:15]3[C:10](=[C:11]4[CH:19]=[C:18]5[O:20][CH2:21][O:22][C:17]5=[CH:16][C:12]4=[N:13][CH:14]=3)[N:9]([CH:23]([CH3:28])[CH2:24][N:25]([CH3:26])[CH3:27])[CH2:8][C:7]=2[CH:30]=1. The catalyst class is: 1. (3) Reactant: [CH3:1][C:2]([N:5]1[C:9]2[N:10]=[C:11]([C:17]3[CH:18]=[N:19][CH:20]=[CH:21][CH:22]=3)[CH:12]=[C:13]([C:14](O)=[O:15])[C:8]=2[C:7]([CH3:23])=[N:6]1)([CH3:4])[CH3:3].[NH2:24][CH2:25][C:26]1[C:27](=[O:34])[NH:28][C:29]([CH3:33])=[CH:30][C:31]=1[CH3:32].CN1CCOCC1.ON1C2N=CC=CC=2N=N1.C(Cl)CCl. Product: [CH3:3][C:2]([N:5]1[C:9]2[N:10]=[C:11]([C:17]3[CH:18]=[N:19][CH:20]=[CH:21][CH:22]=3)[CH:12]=[C:13]([C:14]([NH:24][CH2:25][C:26]3[C:27](=[O:34])[NH:28][C:29]([CH3:33])=[CH:30][C:31]=3[CH3:32])=[O:15])[C:8]=2[C:7]([CH3:23])=[N:6]1)([CH3:4])[CH3:1]. The catalyst class is: 16. (4) Reactant: CN(C(ON1N=NC2C=CC=CC1=2)=[N+](C)C)C.F[P-](F)(F)(F)(F)F.[CH3:25][O:26][C:27](=[O:41])[C:28]1[CH:33]=[CH:32][C:31]([CH2:34][CH2:35][CH2:36][C:37]([OH:39])=O)=[C:30]([CH3:40])[CH:29]=1.Cl.[CH3:43][C:44]([CH3:54])([CH3:53])[CH2:45][CH2:46][N:47]1[CH2:52][CH2:51][NH:50][CH2:49][CH2:48]1.CCN(C(C)C)C(C)C. Product: [CH3:25][O:26][C:27](=[O:41])[C:28]1[CH:33]=[CH:32][C:31]([CH2:34][CH2:35][CH2:36][C:37]([N:50]2[CH2:51][CH2:52][N:47]([CH2:46][CH2:45][C:44]([CH3:54])([CH3:53])[CH3:43])[CH2:48][CH2:49]2)=[O:39])=[C:30]([CH3:40])[CH:29]=1. The catalyst class is: 4. (5) Reactant: [C:1]1([C:7]2[C:15]([C:16]3[CH:21]=[CH:20][N:19]=[C:18]([NH2:22])[CH:17]=3)=[C:10]3[NH:11][CH2:12][CH2:13][CH2:14][N:9]3[N:8]=2)[CH:6]=[CH:5][CH:4]=[CH:3][CH:2]=1.C(N(CC)CC)C.[C:30](Cl)(=[O:32])[CH3:31].O. Product: [C:1]1([C:7]2[C:15]([C:16]3[CH:21]=[CH:20][N:19]=[C:18]([NH:22][C:30](=[O:32])[CH3:31])[CH:17]=3)=[C:10]3[NH:11][CH2:12][CH2:13][CH2:14][N:9]3[N:8]=2)[CH:2]=[CH:3][CH:4]=[CH:5][CH:6]=1. The catalyst class is: 7. (6) Reactant: [F:1][C:2]1[CH:17]=[C:16]([CH:18]=O)[CH:15]=[CH:14][C:3]=1[O:4][C:5]1[N:6]=[CH:7][C:8]([C:11]([NH2:13])=[O:12])=[N:9][CH:10]=1.[S:20]1[CH:24]=[CH:23][CH:22]=[C:21]1[CH2:25][CH2:26][NH2:27].[BH4-].[Na+]. Product: [F:1][C:2]1[CH:17]=[C:16]([CH2:18][NH:27][CH2:26][CH2:25][C:21]2[S:20][CH:24]=[CH:23][CH:22]=2)[CH:15]=[CH:14][C:3]=1[O:4][C:5]1[N:6]=[CH:7][C:8]([C:11]([NH2:13])=[O:12])=[N:9][CH:10]=1. The catalyst class is: 5. (7) Reactant: [CH3:1][O:2][C:3](=[O:22])[CH2:4][C:5]1[CH:10]=[C:9](OS(C(F)(F)F)(=O)=O)[CH:8]=[C:7]([O:19][CH2:20][CH3:21])[CH:6]=1.[Na+].[CH3:24][C:25]1[S:26][C:27]([C:33]2[CH:38]=[CH:37][C:36]([C:39]([F:42])([F:41])[F:40])=[CH:35][CH:34]=2)=[CH:28][C:29]=1[S:30]([O-:32])=[O:31].CC1(C)C2C(=C(P(C3C=CC=CC=3)C3C=CC=CC=3)C=CC=2)OC2C(P(C3C=CC=CC=3)C3C=CC=CC=3)=CC=CC1=2.C(=O)([O-])[O-].[Cs+].[Cs+].C1(C)C=CC=CC=1. Product: [CH3:1][O:2][C:3](=[O:22])[CH2:4][C:5]1[CH:10]=[C:9]([S:30]([C:29]2[CH:28]=[C:27]([C:33]3[CH:34]=[CH:35][C:36]([C:39]([F:42])([F:40])[F:41])=[CH:37][CH:38]=3)[S:26][C:25]=2[CH3:24])(=[O:32])=[O:31])[CH:8]=[C:7]([O:19][CH2:20][CH3:21])[CH:6]=1. The catalyst class is: 110.